Dataset: Forward reaction prediction with 1.9M reactions from USPTO patents (1976-2016). Task: Predict the product of the given reaction. (1) Given the reactants [O:1]([C:3]1[CH:10]=[CH:9][CH:8]=[C:7]([O:11][CH3:12])[C:4]=1[CH2:5][OH:6])[CH3:2].N(C(OC(C)C)=O)=NC(OC(C)C)=O.O[C:28]1[CH:29]=[C:30]([CH2:34][C:35]([O:37][CH2:38][CH3:39])=[O:36])[CH:31]=[CH:32][CH:33]=1.C1(P(C2C=CC=CC=2)C2C=CC=CC=2)C=CC=CC=1, predict the reaction product. The product is: [CH3:2][O:1][C:3]1[CH:10]=[CH:9][CH:8]=[C:7]([O:11][CH3:12])[C:4]=1[CH2:5][O:6][C:32]1[CH:31]=[C:30]([CH2:34][C:35]([O:37][CH2:38][CH3:39])=[O:36])[CH:29]=[CH:28][CH:33]=1. (2) Given the reactants P([O-])([O-])([O-])=O.[K+].[K+].[K+].Cl[C:10]1[CH:11]=[CH:12][C:13]2[N:19]3[CH2:20][C@H:16]([CH2:17][CH2:18]3)[N:15]([C:21]([NH:23][C:24]3[CH:29]=[N:28][CH:27]=[CH:26][N:25]=3)=[O:22])[C:14]=2[N:30]=1.[CH2:31]([C:33]1[CH:38]=[C:37](B(O)O)[CH:36]=[CH:35][N:34]=1)[CH3:32].CC(C1C=C(C(C)C)C(C2C=CC=CC=2P(C2CCCCC2)C2CCCCC2)=C(C(C)C)C=1)C, predict the reaction product. The product is: [CH2:31]([C:33]1[CH:38]=[C:37]([C:10]2[CH:11]=[CH:12][C:13]3[N:19]4[CH2:20][C@H:16]([CH2:17][CH2:18]4)[N:15]([C:21]([NH:23][C:24]4[CH:29]=[N:28][CH:27]=[CH:26][N:25]=4)=[O:22])[C:14]=3[N:30]=2)[CH:36]=[CH:35][N:34]=1)[CH3:32]. (3) Given the reactants C(OC(=O)[NH:7][CH2:8][C:9]1[S:10][C:11]([C:14]2[C:22]3[C:17](=[N:18][CH:19]=[N:20][C:21]=3[NH2:23])[N:16]([CH:24]([C:26]3[O:27][C:28]4[C:33]([C:34](=[O:43])[C:35]=3[C:36]3[CH:41]=[CH:40][CH:39]=[C:38]([F:42])[CH:37]=3)=[CH:32][CH:31]=[CH:30][CH:29]=4)[CH3:25])[N:15]=2)=[CH:12][CH:13]=1)(C)(C)C, predict the reaction product. The product is: [NH2:23][C:21]1[N:20]=[CH:19][N:18]=[C:17]2[N:16]([CH:24]([C:26]3[O:27][C:28]4[C:33]([C:34](=[O:43])[C:35]=3[C:36]3[CH:41]=[CH:40][CH:39]=[C:38]([F:42])[CH:37]=3)=[CH:32][CH:31]=[CH:30][CH:29]=4)[CH3:25])[N:15]=[C:14]([C:11]3[S:10][C:9]([CH2:8][NH2:7])=[CH:13][CH:12]=3)[C:22]=12. (4) Given the reactants [CH3:1][C:2]1[O:3][C:4]([CH2:17][O:18]C(C2C=CC=CC=2)(C2C=CC=CC=2)C2C=CC=CC=2)=[CH:5][C:6]=1[CH:7]1[C:16]2[C:11](=[CH:12][CH:13]=[CH:14][CH:15]=2)[CH2:10][CH2:9][O:8]1.C(Cl)Cl.CO, predict the reaction product. The product is: [CH:7]1([C:6]2[CH:5]=[C:4]([CH2:17][OH:18])[O:3][C:2]=2[CH3:1])[C:16]2[C:11](=[CH:12][CH:13]=[CH:14][CH:15]=2)[CH2:10][CH2:9][O:8]1. (5) Given the reactants C(=O)([O-])[O-].[Na+].[Na+].[CH:7]1([C:13]2[CH:18]=[CH:17][C:16](B(O)O)=[CH:15][CH:14]=2)[CH2:12][CH2:11][CH2:10][CH2:9][CH2:8]1.Br[C:23]1[C:24]([NH2:29])=[N:25][CH:26]=[CH:27][CH:28]=1, predict the reaction product. The product is: [CH:7]1([C:13]2[CH:18]=[CH:17][C:16]([C:23]3[C:24]([NH2:29])=[N:25][CH:26]=[CH:27][CH:28]=3)=[CH:15][CH:14]=2)[CH2:12][CH2:11][CH2:10][CH2:9][CH2:8]1. (6) Given the reactants [C:1]([NH:5][C:6]([C:8]1[O:12][C:11]([S:13]([NH:16][C:17]2[N:22]=[C:21]([S:23][CH2:24][C:25]3[CH:30]=[CH:29][CH:28]=[C:27]([F:31])[C:26]=3[F:32])[N:20]=[C:19]([O:33][C@H:34]([CH3:40])[C:35](OCC)=[O:36])[CH:18]=2)(=[O:15])=[O:14])=[CH:10][CH:9]=1)=[O:7])([CH3:4])([CH3:3])[CH3:2].[BH4-].[Li+].Cl, predict the reaction product. The product is: [C:1]([NH:5][C:6]([C:8]1[O:12][C:11]([S:13]([NH:16][C:17]2[CH:18]=[C:19]([O:33][C@H:34]([CH3:40])[CH2:35][OH:36])[N:20]=[C:21]([S:23][CH2:24][C:25]3[CH:30]=[CH:29][CH:28]=[C:27]([F:31])[C:26]=3[F:32])[N:22]=2)(=[O:14])=[O:15])=[CH:10][CH:9]=1)=[O:7])([CH3:2])([CH3:3])[CH3:4].